This data is from Catalyst prediction with 721,799 reactions and 888 catalyst types from USPTO. The task is: Predict which catalyst facilitates the given reaction. (1) Reactant: [H-].[H-].[H-].[H-].[Li+].[Al+3].[C:7]([O:11][C:12]([N:14]1[CH2:19][CH2:18][N:17]([CH:20]([C:28]#[N:29])[C:21]2[CH:26]=[CH:25][CH:24]=[CH:23][C:22]=2[F:27])[CH2:16][CH2:15]1)=[O:13])([CH3:10])([CH3:9])[CH3:8].O.[OH-].[Na+]. Product: [C:7]([O:11][C:12]([N:14]1[CH2:19][CH2:18][N:17]([CH:20]([C:21]2[CH:26]=[CH:25][CH:24]=[CH:23][C:22]=2[F:27])[CH2:28][NH2:29])[CH2:16][CH2:15]1)=[O:13])([CH3:10])([CH3:8])[CH3:9]. The catalyst class is: 1. (2) Reactant: [C:1]([Si:5](Cl)([CH3:7])[CH3:6])([CH3:4])([CH3:3])[CH3:2].N1C=CN=C1.[C:14]([C:16]1[CH:21]=[CH:20][C:19]([CH:22]([NH:25][CH2:26][C:27]([O:29][C:30]([CH3:33])([CH3:32])[CH3:31])=[O:28])[CH2:23][OH:24])=[CH:18][CH:17]=1)#[N:15]. Product: [Si:5]([O:24][CH2:23][CH:22]([NH:25][CH2:26][C:27]([O:29][C:30]([CH3:33])([CH3:32])[CH3:31])=[O:28])[C:19]1[CH:18]=[CH:17][C:16]([C:14]#[N:15])=[CH:21][CH:20]=1)([C:1]([CH3:4])([CH3:3])[CH3:2])([CH3:7])[CH3:6]. The catalyst class is: 31.